Dataset: Reaction yield outcomes from USPTO patents with 853,638 reactions. Task: Predict the reaction yield, written as a fraction of the theoretical maximum amount of product (1.0 means a 100% yield; for example, 0.34 means a 34% yield). (1) The reactants are [NH2:1][C:2]1[C:3]([C:7](=[S:17])[NH:8][C:9]2[CH:14]=[CH:13][C:12]([F:15])=[C:11]([Br:16])[CH:10]=2)=[N:4][S:5][N:6]=1.F[C:19](F)(F)S(OC)(=O)=O.C(N(CC)C(C)C)(C)C. The catalyst is ClCCl. The product is [NH2:1][C:2]1[C:3]([C:7]([S:17][CH3:19])=[N:8][C:9]2[CH:14]=[CH:13][C:12]([F:15])=[C:11]([Br:16])[CH:10]=2)=[N:4][S:5][N:6]=1. The yield is 0.980. (2) The reactants are [CH:1]1([C:7]2[C:15]3[C:10](=[CH:11][C:12]([C:16]([O:18][CH3:19])=[O:17])=[CH:13][CH:14]=3)[NH:9][C:8]=2[C:20]2[CH:25]=[CH:24][CH:23]=[CH:22][C:21]=2[OH:26])[CH2:6][CH2:5][CH2:4][CH2:3][CH2:2]1.[F-].[Cs+].[N+](C1C=C(S(O[CH2:42][C@H:43]2[O:45][CH2:44]2)(=O)=O)C=CC=1)([O-])=O. The catalyst is CN(C=O)C.CCOC(C)=O. The product is [CH:1]1([C:7]2[C:15]3[C:10](=[CH:11][C:12]([C:16]([O:18][CH3:19])=[O:17])=[CH:13][CH:14]=3)[NH:9][C:8]=2[C:20]2[CH:25]=[CH:24][CH:23]=[CH:22][C:21]=2[O:26][CH2:42][C@@H:43]2[CH2:44][O:45]2)[CH2:6][CH2:5][CH2:4][CH2:3][CH2:2]1. The yield is 0.740. (3) The reactants are [Cl:1][C:2]1[CH:7]=[CH:6][CH:5]=[CH:4][C:3]=1[C:8](=[O:13])[CH2:9][C:10](=[O:12])[CH3:11].CO[CH:16](OC)[N:17]([CH3:19])[CH3:18]. The catalyst is C1(C)C=CC=CC=1. The product is [Cl:1][C:2]1[CH:7]=[CH:6][CH:5]=[CH:4][C:3]=1[C:8](=[O:13])[C:9](=[CH:16][N:17]([CH3:19])[CH3:18])[C:10](=[O:12])[CH3:11]. The yield is 0.510.